Dataset: Catalyst prediction with 721,799 reactions and 888 catalyst types from USPTO. Task: Predict which catalyst facilitates the given reaction. Reactant: [Cl:1][C:2]1[CH:7]=[CH:6][C:5]([N:8]2[CH:12]([C:13]3[CH:18]=[CH:17][CH:16]=[CH:15][CH:14]=3)[CH2:11][C:10]([C:19]([NH2:21])=[NH:20])=[N:9]2)=[CH:4][CH:3]=1.Cl.[F:23][C:24]1[CH:29]=[CH:28][C:27]([S:30](Cl)(=[O:32])=[O:31])=[CH:26][CH:25]=1.C(N(CC)CC)C. Product: [F:23][C:24]1[CH:29]=[CH:28][C:27]([S:30]([NH:20][C:19]([C:10]2[CH2:11][CH:12]([C:13]3[CH:18]=[CH:17][CH:16]=[CH:15][CH:14]=3)[N:8]([C:5]3[CH:4]=[CH:3][C:2]([Cl:1])=[CH:7][CH:6]=3)[N:9]=2)=[NH:21])(=[O:32])=[O:31])=[CH:26][CH:25]=1. The catalyst class is: 10.